This data is from NCI-60 drug combinations with 297,098 pairs across 59 cell lines. The task is: Regression. Given two drug SMILES strings and cell line genomic features, predict the synergy score measuring deviation from expected non-interaction effect. (1) Drug 1: CN(CCCl)CCCl.Cl. Drug 2: C(CC(=O)O)C(=O)CN.Cl. Cell line: EKVX. Synergy scores: CSS=12.4, Synergy_ZIP=-3.74, Synergy_Bliss=-0.679, Synergy_Loewe=-1.24, Synergy_HSA=-0.962. (2) Drug 1: CC(CN1CC(=O)NC(=O)C1)N2CC(=O)NC(=O)C2. Drug 2: C1=CN(C(=O)N=C1N)C2C(C(C(O2)CO)O)O.Cl. Cell line: EKVX. Synergy scores: CSS=29.4, Synergy_ZIP=-6.76, Synergy_Bliss=-2.12, Synergy_Loewe=-17.6, Synergy_HSA=-0.777. (3) Drug 1: C1C(C(OC1N2C=C(C(=O)NC2=O)F)CO)O. Drug 2: CC1=C(C(=CC=C1)Cl)NC(=O)C2=CN=C(S2)NC3=CC(=NC(=N3)C)N4CCN(CC4)CCO. Cell line: NCI-H460. Synergy scores: CSS=36.8, Synergy_ZIP=-1.66, Synergy_Bliss=-1.61, Synergy_Loewe=-17.9, Synergy_HSA=-2.41.